From a dataset of Forward reaction prediction with 1.9M reactions from USPTO patents (1976-2016). Predict the product of the given reaction. (1) Given the reactants [C:1]([OH:8])(=[O:7])/[CH:2]=[CH:3]\[C:4]([OH:6])=[O:5].[CH3:9][N:10]1[CH2:27][CH:26]2[CH:12]([C:13]3[CH:14]=[CH:15][CH:16]=[CH:17][C:18]=3[O:19][C:20]3[CH:21]=[CH:22][C:23]([Cl:28])=[CH:24][C:25]=32)[CH2:11]1, predict the reaction product. The product is: [CH3:9][N:10]1[CH2:27][CH:26]2[CH:12]([C:13]3[CH:14]=[CH:15][CH:16]=[CH:17][C:18]=3[O:19][C:20]3[CH:21]=[CH:22][C:23]([Cl:28])=[CH:24][C:25]=32)[CH2:11]1.[CH:2](/[C:1]([OH:8])=[O:7])=[CH:3]/[C:4]([OH:6])=[O:5]. (2) The product is: [CH3:27][S:28]([N:15]1[CH2:16][CH2:17][CH:12]([CH:3]([O:4][Si:5]([CH2:8][CH3:9])([CH2:6][CH3:7])[CH2:10][CH3:11])[C:2]([F:18])([F:1])[F:19])[CH2:13][CH2:14]1)(=[O:30])=[O:29]. Given the reactants [F:1][C:2]([F:19])([F:18])[CH:3]([CH:12]1[CH2:17][CH2:16][NH:15][CH2:14][CH2:13]1)[O:4][Si:5]([CH2:10][CH3:11])([CH2:8][CH3:9])[CH2:6][CH3:7].C(N(CC)CC)C.[CH3:27][S:28](Cl)(=[O:30])=[O:29].O, predict the reaction product.